This data is from Full USPTO retrosynthesis dataset with 1.9M reactions from patents (1976-2016). The task is: Predict the reactants needed to synthesize the given product. Given the product [CH3:25][O:24][C:20]1[CH:19]=[C:16]([CH:17]=[C:8]([C:5]2[CH:4]=[CH:3][C:2]([F:1])=[CH:7][CH:6]=2)[C:9]([OH:11])=[O:10])[CH:15]=[C:14]([O:13][CH3:12])[C:21]=1[O:22][CH3:23], predict the reactants needed to synthesize it. The reactants are: [F:1][C:2]1[CH:7]=[CH:6][C:5]([CH2:8][C:9]([OH:11])=[O:10])=[CH:4][CH:3]=1.[CH3:12][O:13][C:14]1[CH:15]=[C:16]([CH:19]=[C:20]([O:24][CH3:25])[C:21]=1[O:22][CH3:23])[CH:17]=O.CC(OC(C)=O)=O.CCN(C(C)C)C(C)C.Cl.